From a dataset of Reaction yield outcomes from USPTO patents with 853,638 reactions. Predict the reaction yield, written as a fraction of the theoretical maximum amount of product (1.0 means a 100% yield; for example, 0.34 means a 34% yield). (1) The reactants are Cl.[Cl:2][C:3]1[CH:8]=[CH:7][C:6]([NH:9][NH2:10])=[CH:5][CH:4]=1.C(N(CC)CC)C.[OH:18][C:19]1([C:29]#[C:30][C:31]([C:33]2[CH:38]=[CH:37][C:36]([CH3:39])=[CH:35][CH:34]=2)=O)[CH2:28][CH2:27][C:22]2([O:26][CH2:25][CH2:24][O:23]2)[CH2:21][CH2:20]1. The catalyst is C(O)C. The product is [Cl:2][C:3]1[CH:8]=[CH:7][C:6]([N:9]2[C:31]([C:33]3[CH:34]=[CH:35][C:36]([CH3:39])=[CH:37][CH:38]=3)=[CH:30][C:29]([C:19]3([OH:18])[CH2:28][CH2:27][C:22]4([O:23][CH2:24][CH2:25][O:26]4)[CH2:21][CH2:20]3)=[N:10]2)=[CH:5][CH:4]=1. The yield is 0.960. (2) The product is [N:20]1[CH:21]=[CH:22][CH:23]=[C:18]([CH2:17][CH:2]([CH:3]([C:4]([O:6][CH2:7][CH3:24])=[O:5])[C:8]([O:10][CH2:11][CH3:12])=[O:9])[CH3:1])[CH:19]=1. No catalyst specified. The reactants are [CH3:1][CH2:2][CH:3]([C:8]([O:10][CH2:11][CH3:12])=[O:9])[C:4]([O:6][CH3:7])=[O:5].[H-].[Na+].Cl.Cl[CH2:17][C:18]1[CH:19]=[N:20][CH:21]=[CH:22][CH:23]=1.[CH3:24]N(C=O)C. The yield is 0.912. (3) The reactants are [CH3:1][O:2][C:3]([C:5]1[CH:6]=[C:7]([C:12]2[CH:17]=[CH:16][C:15]([CH3:18])=[CH:14][CH:13]=2)[CH:8]=[C:9](N)[CH:10]=1)=[O:4].N(OCCC(C)C)=O.[I:27]CI. The catalyst is N1CCCCC1.CC#N. The product is [CH3:1][O:2][C:3]([C:5]1[CH:6]=[C:7]([C:12]2[CH:17]=[CH:16][C:15]([CH3:18])=[CH:14][CH:13]=2)[CH:8]=[C:9]([I:27])[CH:10]=1)=[O:4]. The yield is 0.660. (4) The reactants are COC[O:4][C:5]1[CH:10]=[CH:9][CH:8]=[C:7]([O:11]COC)[C:6]=1[C:15]1[CH:20]=[CH:19][CH:18]=[CH:17][CH:16]=1.Cl.O. The catalyst is CO. The product is [C:6]1([C:15]2[CH:16]=[CH:17][CH:18]=[CH:19][CH:20]=2)[C:5]([OH:4])=[CH:10][CH:9]=[CH:8][C:7]=1[OH:11]. The yield is 0.990. (5) The reactants are [CH3:1][O:2][C:3]1[CH:4]=[C:5]([C@H:11]([N:25]2[CH2:33][C:32]3[C:27](=[CH:28][CH:29]=[CH:30][C:31]=3[N:34]3[CH2:39][CH2:38][NH:37][CH2:36][CH2:35]3)[C:26]2=[O:40])[CH2:12][CH2:13][CH2:14][N:15]([CH3:24])[S:16]([C:19]2[S:20][CH:21]=[CH:22][CH:23]=2)(=[O:18])=[O:17])[CH:6]=[CH:7][C:8]=1[O:9][CH3:10].C(O)(=O)C.C(O[C:48]1(O[Si](C)(C)C)[CH2:50][CH2:49]1)C.C([BH3-])#N.[Na+]. The catalyst is CO. The product is [CH:48]1([N:37]2[CH2:36][CH2:35][N:34]([C:31]3[CH:30]=[CH:29][CH:28]=[C:27]4[C:32]=3[CH2:33][N:25]([C@@H:11]([C:5]3[CH:6]=[CH:7][C:8]([O:9][CH3:10])=[C:3]([O:2][CH3:1])[CH:4]=3)[CH2:12][CH2:13][CH2:14][N:15]([CH3:24])[S:16]([C:19]3[S:20][CH:21]=[CH:22][CH:23]=3)(=[O:18])=[O:17])[C:26]4=[O:40])[CH2:39][CH2:38]2)[CH2:50][CH2:49]1. The yield is 0.190. (6) The reactants are [CH3:1][O:2][C:3](=[O:24])[CH:4]=[CH:5][C:6]1[CH:11]=[CH:10][C:9]([C:12]2[C:18]3[CH:19]=[CH:20][CH:21]=[CH:22][C:17]=3[CH2:16][CH2:15][CH2:14][C:13]=2Br)=[CH:8][CH:7]=1.[C:25]1(B(O)O)[CH:30]=[CH:29][CH:28]=[CH:27][CH:26]=1.C(=O)([O-])[O-].[Na+].[Na+]. The catalyst is COCCOC.C1C=CC([P]([Pd]([P](C2C=CC=CC=2)(C2C=CC=CC=2)C2C=CC=CC=2)([P](C2C=CC=CC=2)(C2C=CC=CC=2)C2C=CC=CC=2)[P](C2C=CC=CC=2)(C2C=CC=CC=2)C2C=CC=CC=2)(C2C=CC=CC=2)C2C=CC=CC=2)=CC=1. The product is [CH3:1][O:2][C:3](=[O:24])[CH:4]=[CH:5][C:6]1[CH:11]=[CH:10][C:9]([C:12]2[C:18]3[CH:19]=[CH:20][CH:21]=[CH:22][C:17]=3[CH2:16][CH2:15][CH2:14][C:13]=2[C:25]2[CH:30]=[CH:29][CH:28]=[CH:27][CH:26]=2)=[CH:8][CH:7]=1. The yield is 0.620. (7) The reactants are [CH:1]1([C:4]2[C:12]([C:13]([O:15][CH3:16])=[O:14])=[CH:11][C:7]([C:8]([OH:10])=O)=[C:6]([CH2:17][CH3:18])[CH:5]=2)[CH2:3][CH2:2]1.CN(C(ON1N=NC2C=CC=CC1=2)=[N+](C)C)C.F[P-](F)(F)(F)(F)F.CCN(C(C)C)C(C)C.Cl.[NH:53]1[CH2:58][CH2:57][CH:56]([C:59]2[CH:66]=[CH:65][C:62]([C:63]#[N:64])=[CH:61][CH:60]=2)[CH2:55][CH2:54]1. The yield is 0.990. The catalyst is CN(C)C=O. The product is [C:63]([C:62]1[CH:61]=[CH:60][C:59]([CH:56]2[CH2:57][CH2:58][N:53]([C:8]([C:7]3[C:6]([CH2:17][CH3:18])=[CH:5][C:4]([CH:1]4[CH2:2][CH2:3]4)=[C:12]([CH:11]=3)[C:13]([O:15][CH3:16])=[O:14])=[O:10])[CH2:54][CH2:55]2)=[CH:66][CH:65]=1)#[N:64].